Dataset: Forward reaction prediction with 1.9M reactions from USPTO patents (1976-2016). Task: Predict the product of the given reaction. (1) Given the reactants [OH:1][CH2:2][C@@H:3]1[CH2:8][CH2:7][C@H:6]([C:9]([O:11][CH2:12][CH2:13][CH2:14][CH3:15])=[O:10])[CH2:5][CH2:4]1.C(N(CC)CC)C.[CH3:23][S:24](Cl)(=[O:26])=[O:25], predict the reaction product. The product is: [CH3:23][S:24]([O:1][CH2:2][C@@H:3]1[CH2:4][CH2:5][C@H:6]([C:9]([O:11][CH2:12][CH2:13][CH2:14][CH3:15])=[O:10])[CH2:7][CH2:8]1)(=[O:26])=[O:25]. (2) Given the reactants C(OC1C=CC(C[C@H](O)C(O)=O)=CC=1)C1C=CC=CC=1.[CH2:21]([O:28][C:29]1[CH:43]=[CH:42][C:32]([CH2:33][C@@H:34]2[O:38][C:37]([CH3:40])([CH3:39])[O:36][C:35]2=[O:41])=[CH:31][CH:30]=1)[C:22]1[CH:27]=[CH:26][CH:25]=[CH:24][CH:23]=1.COC(OC)(C)C.CC1C=CC(S(O)(=O)=O)=CC=1, predict the reaction product. The product is: [CH2:21]([O:28][C:29]1[CH:43]=[CH:42][C:32]([CH2:33][C@@H:34]2[O:38][C:37]([CH3:40])([CH3:39])[O:36][C:35]2=[O:41])=[CH:31][CH:30]=1)[C:22]1[CH:23]=[CH:24][CH:25]=[CH:26][CH:27]=1. (3) Given the reactants [CH2:1]([O:8][CH2:9][CH2:10][O:11][C:12]1[CH:17]=[CH:16][C:15]([F:18])=[CH:14][C:13]=1[Br:19])[C:2]1[CH:7]=[CH:6][CH:5]=[CH:4][CH:3]=1.[Li+].CC([N-]C(C)C)C.CN([CH:31]=[O:32])C, predict the reaction product. The product is: [CH2:1]([O:8][CH2:9][CH2:10][O:11][C:12]1[C:13]([Br:19])=[C:14]([C:15]([F:18])=[CH:16][CH:17]=1)[CH:31]=[O:32])[C:2]1[CH:3]=[CH:4][CH:5]=[CH:6][CH:7]=1. (4) Given the reactants Cl[C:2]1[C:3]2[N:4]([C:15]([C:18]3[CH:23]=[CH:22][CH:21]=[CH:20][CH:19]=3)=[N:16][N:17]=2)[CH:5]=[C:6]([C:8]([O:10][C:11]([CH3:14])([CH3:13])[CH3:12])=[O:9])[CH:7]=1.[Br-].[CH3:25][C:26]1[CH:27]=[CH:28][C:29]([Zn+])=[N:30][CH:31]=1, predict the reaction product. The product is: [CH3:25][C:26]1[CH:27]=[CH:28][C:29]([C:2]2[C:3]3[N:4]([C:15]([C:18]4[CH:23]=[CH:22][CH:21]=[CH:20][CH:19]=4)=[N:16][N:17]=3)[CH:5]=[C:6]([C:8]([O:10][C:11]([CH3:14])([CH3:13])[CH3:12])=[O:9])[CH:7]=2)=[N:30][CH:31]=1.